Dataset: Reaction yield outcomes from USPTO patents with 853,638 reactions. Task: Predict the reaction yield, written as a fraction of the theoretical maximum amount of product (1.0 means a 100% yield; for example, 0.34 means a 34% yield). (1) The yield is 0.300. The product is [CH2:18]([CH:15]1[CH2:16][CH2:17][N:12]([C:10](=[O:11])[C:9]([NH:8][C:4]2[CH:5]=[CH:6][CH:7]=[C:2]([NH:1][S:33]([CH3:32])(=[O:35])=[O:34])[CH:3]=2)=[O:25])[CH2:13][CH2:14]1)[C:19]1[CH:20]=[CH:21][CH:22]=[CH:23][CH:24]=1. The reactants are [NH2:1][C:2]1[CH:3]=[C:4]([NH:8][C:9](=[O:25])[C:10]([N:12]2[CH2:17][CH2:16][CH:15]([CH2:18][C:19]3[CH:24]=[CH:23][CH:22]=[CH:21][CH:20]=3)[CH2:14][CH2:13]2)=[O:11])[CH:5]=[CH:6][CH:7]=1.N1C=CC=CC=1.[CH3:32][S:33](Cl)(=[O:35])=[O:34].C(=O)([O-])O.[Na+]. The catalyst is ClCCl. (2) The reactants are [C:1]([C:3]1[CH:8]=[CH:7][CH:6]=[CH:5][C:4]=1[OH:9])#[N:2].[N-:10]=[N+:11]=[N-:12].[Na+].[Cl-].[NH4+].Cl. The catalyst is CN(C=O)C.O. The product is [N:2]1[NH:10][N:11]=[N:12][C:1]=1[C:3]1[CH:8]=[CH:7][CH:6]=[CH:5][C:4]=1[OH:9]. The yield is 0.970. (3) The reactants are C(OC(=O)[NH:7][CH:8]1[CH2:13][CH2:12][N:11]([CH2:14][CH2:15][N:16]2[C:21]3[CH:22]=[C:23]([Cl:26])[CH:24]=[CH:25][C:20]=3[O:19][CH2:18][C:17]2=[O:27])[CH2:10][CH2:9]1)(C)(C)C.NC1CCN(CCN2C3C(=CC=C(C#N)C=3)C=CC2=O)CC1. No catalyst specified. The product is [NH2:7][CH:8]1[CH2:9][CH2:10][N:11]([CH2:14][CH2:15][N:16]2[C:21]3[CH:22]=[C:23]([Cl:26])[CH:24]=[CH:25][C:20]=3[O:19][CH2:18][C:17]2=[O:27])[CH2:12][CH2:13]1. The yield is 1.00. (4) The reactants are [F:1][C:2]1[CH:7]=[CH:6][CH:5]=[CH:4][C:3]=1[CH2:8][CH2:9][NH:10][S:11]([C:14]1[CH:19]=[C:18]([S:20]([C:23]2[CH:28]=[CH:27][C:26]([CH3:29])=[CH:25][CH:24]=2)(=[O:22])=[O:21])[CH:17]=[CH:16][C:15]=1[CH3:30])(=[O:13])=[O:12].[H-].[Na+].[CH2:33](Br)[CH:34]=[CH2:35]. The catalyst is CN(C=O)C. The product is [CH2:35]([N:10]([CH2:9][CH2:8][C:3]1[CH:4]=[CH:5][CH:6]=[CH:7][C:2]=1[F:1])[S:11]([C:14]1[CH:19]=[C:18]([S:20]([C:23]2[CH:24]=[CH:25][C:26]([CH3:29])=[CH:27][CH:28]=2)(=[O:22])=[O:21])[CH:17]=[CH:16][C:15]=1[CH3:30])(=[O:13])=[O:12])[CH:34]=[CH2:33]. The yield is 0.340. (5) The reactants are [CH3:1]/[CH:2]=[CH:3]/[C:4]([CH:6]1[C:11]([CH3:13])([CH3:12])[CH2:10][CH2:9][CH:8]=[C:7]1[CH3:14])=[O:5].[CH3:15][N:16]([CH2:18][CH2:19][OH:20])[CH3:17].CN(C)C(=N)N(C)C. No catalyst specified. The product is [CH3:15][N:16]([CH3:17])[CH2:18][CH2:19][O:20][CH:2]([CH3:1])[CH2:3][C:4]([CH:6]1[C:11]([CH3:13])([CH3:12])[CH2:10][CH2:9][CH:8]=[C:7]1[CH3:14])=[O:5]. The yield is 0.320. (6) The reactants are [N:1]([CH2:8][CH2:9][OH:10])([CH2:5][CH2:6][OH:7])[CH2:2][CH2:3][OH:4].C(N(CC)CC)C.[C:18](Cl)(=[O:20])[CH3:19].[C:22]([O:25][CH2:26][C:27](Cl)=[O:28])(=[O:24])[CH3:23].C1C[O:33][CH2:32][CH2:31]1. The catalyst is O. The product is [C:18]([O:4][CH2:3][CH2:2][N:1]([CH2:8][CH2:9][O:10][C:27](=[O:28])[CH2:26][O:25][C:22](=[O:24])[CH3:23])[CH2:5][CH2:6][O:7][C:32](=[O:33])[CH3:31])(=[O:20])[CH3:19]. The yield is 0.550.